Dataset: Catalyst prediction with 721,799 reactions and 888 catalyst types from USPTO. Task: Predict which catalyst facilitates the given reaction. (1) Reactant: [NH3:1].[N:2]1[CH:7]=[CH:6][CH:5]=[CH:4][C:3]=1[CH2:8][CH2:9][C:10]([O:12]CC)=O. Product: [N:2]1[CH:7]=[CH:6][CH:5]=[CH:4][C:3]=1[CH2:8][CH2:9][C:10]([NH2:1])=[O:12]. The catalyst class is: 5. (2) Product: [C:28]([O:27][CH:24]([C:5]1[C:6]2[N:7]3[CH2:15][CH2:14][CH2:13][CH2:12][N:11]([C:16]4[C:21]([Cl:22])=[CH:20][C:19]([Cl:23])=[CH:18][N:17]=4)[C:8]3=[N:9][C:10]=2[C:2]([Cl:1])=[CH:3][CH:4]=1)[CH2:25][CH3:26])(=[O:30])[CH3:29]. The catalyst class is: 17. Reactant: [Cl:1][C:2]1[C:10]2[N:9]=[C:8]3[N:11]([C:16]4[C:21]([Cl:22])=[CH:20][C:19]([Cl:23])=[CH:18][N:17]=4)[CH2:12][CH2:13][CH2:14][CH2:15][N:7]3[C:6]=2[C:5]([CH:24]([OH:27])[CH2:25][CH3:26])=[CH:4][CH:3]=1.[C:28](OC(=O)C)(=[O:30])[CH3:29]. (3) Reactant: [OH:1][C:2]1[C:6]([CH2:7][CH2:8][C:9]([O:11][CH2:12][CH3:13])=[O:10])=[CH:5][NH:4][N:3]=1.C(=O)([O-])[O-].[K+].[K+].CN(C)C=O.Cl[C:26]([O:28][CH2:29][C:30]1[CH:35]=[CH:34][CH:33]=[CH:32][CH:31]=1)=[O:27]. Product: [OH:1][C:2]1[C:6]([CH2:7][CH2:8][C:9]([O:11][CH2:12][CH3:13])=[O:10])=[CH:5][N:4]([C:26]([O:28][CH2:29][C:30]2[CH:35]=[CH:34][CH:33]=[CH:32][CH:31]=2)=[O:27])[N:3]=1. The catalyst class is: 54. (4) Reactant: [Br:1][C:2]1[CH:7]=[CH:6][C:5]([C:8]2[C:12]3[CH:13]=[CH:14][C:15]([O:17][CH2:18][CH2:19][CH2:20][CH2:21][N:22]([CH2:26][CH3:27])[CH2:23][CH2:24][OH:25])=[CH:16][C:11]=3[S:10][N:9]=2)=[CH:4][CH:3]=1.N1C=CN=C1.[C:33]([Si:37]([CH3:40])([CH3:39])Cl)([CH3:36])([CH3:35])[CH3:34].C([O-])(O)=O.[Na+]. Product: [Br:1][C:2]1[CH:3]=[CH:4][C:5]([C:8]2[C:12]3[CH:13]=[CH:14][C:15]([O:17][CH2:18][CH2:19][CH2:20][CH2:21][N:22]([CH2:23][CH2:24][O:25][Si:37]([C:33]([CH3:36])([CH3:35])[CH3:34])([CH3:40])[CH3:39])[CH2:26][CH3:27])=[CH:16][C:11]=3[S:10][N:9]=2)=[CH:6][CH:7]=1. The catalyst class is: 3. (5) Reactant: [CH2:1]([C:8]1[S:12][C:11]([NH2:13])=[N:10][C:9]=1[C:14]1[CH:19]=[CH:18][CH:17]=[CH:16][CH:15]=1)[C:2]1[CH:7]=[CH:6][CH:5]=[CH:4][CH:3]=1.[CH2:20]([O:22][C:23]1[CH:24]=[C:25]([C:32](=[O:38])[CH2:33][CH2:34][C:35](O)=[O:36])[CH:26]=[CH:27][C:28]=1[O:29][CH2:30][CH3:31])[CH3:21].C1C=CC2N(O)N=NC=2C=1.CCN=C=NCCCN(C)C. Product: [CH2:1]([C:8]1[S:12][C:11]([NH:13][C:35](=[O:36])[CH2:34][CH2:33][C:32]([C:25]2[CH:26]=[CH:27][C:28]([O:29][CH2:30][CH3:31])=[C:23]([O:22][CH2:20][CH3:21])[CH:24]=2)=[O:38])=[N:10][C:9]=1[C:14]1[CH:19]=[CH:18][CH:17]=[CH:16][CH:15]=1)[C:2]1[CH:3]=[CH:4][CH:5]=[CH:6][CH:7]=1. The catalyst class is: 10. (6) Reactant: [C:1]([NH:5][C:6]([C:8]1[C:16]2[C:11](=[N:12][CH:13]=[C:14]([C:17]3[C:25]4[C:20](=[CH:21][CH:22]=[C:23]([O:26][CH:27]([F:29])[F:28])[CH:24]=4)[N:19]([CH2:30][C:31]4[CH:32]=[N:33][N:34]([CH3:36])[CH:35]=4)[N:18]=3)[N:15]=2)[N:10](COCC[Si](C)(C)C)[CH:9]=1)=[O:7])([CH3:4])([CH3:3])[CH3:2].FC(F)(F)C(O)=O.C(N)CN. Product: [C:1]([NH:5][C:6]([C:8]1[C:16]2[C:11](=[N:12][CH:13]=[C:14]([C:17]3[C:25]4[C:20](=[CH:21][CH:22]=[C:23]([O:26][CH:27]([F:28])[F:29])[CH:24]=4)[N:19]([CH2:30][C:31]4[CH:32]=[N:33][N:34]([CH3:36])[CH:35]=4)[N:18]=3)[N:15]=2)[NH:10][CH:9]=1)=[O:7])([CH3:4])([CH3:3])[CH3:2]. The catalyst class is: 2. (7) Reactant: [OH-].[Li+].C([O:5][C:6]([CH:8]1[CH2:13][CH2:12][CH:11]([C:14]2[CH:15]=[C:16]3[C:21](=[C:22]([C:24]4[CH:29]=[CH:28][CH:27]=[C:26]([F:30])[CH:25]=4)[N:23]=2)[N:20]=[CH:19][CH:18]=[CH:17]3)[CH2:10][CH2:9]1)=[O:7])C. Product: [F:30][C:26]1[CH:25]=[C:24]([C:22]2[N:23]=[C:14]([CH:11]3[CH2:10][CH2:9][CH:8]([C:6]([OH:7])=[O:5])[CH2:13][CH2:12]3)[CH:15]=[C:16]3[C:21]=2[N:20]=[CH:19][CH:18]=[CH:17]3)[CH:29]=[CH:28][CH:27]=1. The catalyst class is: 36. (8) Reactant: [Br:1][C:2]1[CH:9]=[CH:8][C:5]([CH2:6]Br)=[CH:4][CH:3]=1.[NH:10]1[CH2:15][CH2:14][O:13][CH2:12][CH2:11]1.C(=O)([O-])[O-].[K+].[K+]. Product: [Br:1][C:2]1[CH:9]=[CH:8][C:5]([CH2:6][N:10]2[CH2:15][CH2:14][O:13][CH2:12][CH2:11]2)=[CH:4][CH:3]=1. The catalyst class is: 10. (9) Reactant: [CH3:1][N:2]1[C:10]2[C:9]([O:11][C:12]3[CH:13]=[C:14]([CH:16]=[CH:17][CH:18]=3)[NH2:15])=[N:8][CH:7]=[N:6][C:5]=2[CH:4]=[CH:3]1.C(N(CC)CC)C.[C:26]1([N:32]=[C:33]=[O:34])[CH:31]=[CH:30][CH:29]=[CH:28][CH:27]=1. Product: [CH3:1][N:2]1[C:10]2[C:9]([O:11][C:12]3[CH:13]=[C:14]([NH:15][C:33]([NH:32][C:26]4[CH:31]=[CH:30][CH:29]=[CH:28][CH:27]=4)=[O:34])[CH:16]=[CH:17][CH:18]=3)=[N:8][CH:7]=[N:6][C:5]=2[CH:4]=[CH:3]1. The catalyst class is: 30. (10) The catalyst class is: 8. Product: [CH2:1]([N:5]([CH2:20][CH2:21][CH2:22][CH3:23])[C:6]1[CH:11]=[CH:10][C:9]([CH:12]=[CH:13][CH:14]=[CH:15][CH:16]=[CH:31][C:30]2[C:29]([C:36]3[CH:37]=[CH:38][CH:39]=[CH:40][CH:41]=3)([C:32]([F:35])([F:33])[F:34])[O:28][C:27](=[C:42]([C:45]#[N:46])[C:43]#[N:44])[C:26]=2[C:24]#[N:25])=[C:8]([O:18][CH3:19])[CH:7]=1)[CH2:2][CH2:3][CH3:4]. Reactant: [CH2:1]([N:5]([CH2:20][CH2:21][CH2:22][CH3:23])[C:6]1[CH:11]=[CH:10][C:9]([CH:12]=[CH:13][CH:14]=[CH:15][CH:16]=O)=[C:8]([O:18][CH3:19])[CH:7]=1)[CH2:2][CH2:3][CH3:4].[C:24]([C:26]1[C:27](=[C:42]([C:45]#[N:46])[C:43]#[N:44])[O:28][C:29]([C:36]2[CH:41]=[CH:40][CH:39]=[CH:38][CH:37]=2)([C:32]([F:35])([F:34])[F:33])[C:30]=1[CH3:31])#[N:25].